From a dataset of Reaction yield outcomes from USPTO patents with 853,638 reactions. Predict the reaction yield, written as a fraction of the theoretical maximum amount of product (1.0 means a 100% yield; for example, 0.34 means a 34% yield). The reactants are [Br:1][C:2]1[CH:3]=[C:4]([O:12]C)[C:5]([O:10]C)=[C:6]([O:8]C)[CH:7]=1.B(Br)(Br)Br. The catalyst is C(Cl)Cl. The product is [Br:1][C:2]1[CH:7]=[C:6]([OH:8])[C:5]([OH:10])=[C:4]([OH:12])[CH:3]=1. The yield is 0.964.